Dataset: Full USPTO retrosynthesis dataset with 1.9M reactions from patents (1976-2016). Task: Predict the reactants needed to synthesize the given product. (1) Given the product [NH2:2][CH2:1][C:3]1[CH:8]=[CH:7][C:6]([CH3:9])=[CH:5][C:4]=1[N:10]([CH3:15])[S:11]([CH3:14])(=[O:13])=[O:12], predict the reactants needed to synthesize it. The reactants are: [C:1]([C:3]1[CH:8]=[CH:7][C:6]([CH3:9])=[CH:5][C:4]=1[N:10]([CH3:15])[S:11]([CH3:14])(=[O:13])=[O:12])#[N:2].N. (2) Given the product [C:1]([C:3]1[CH:8]=[CH:7][C:6]([C:9]2[CH:10]=[N:11][N:12]([C:15]3[CH:23]=[CH:22][C:18]([C:19]([NH:33][CH2:32][CH2:31][CH2:30][N:25]4[CH2:29][CH2:28][CH2:27][CH2:26]4)=[O:21])=[CH:17][N:16]=3)[C:13]=2[OH:14])=[C:5]([CH3:24])[CH:4]=1)#[N:2], predict the reactants needed to synthesize it. The reactants are: [C:1]([C:3]1[CH:8]=[CH:7][C:6]([C:9]2[CH:10]=[N:11][N:12]([C:15]3[CH:23]=[CH:22][C:18]([C:19]([OH:21])=O)=[CH:17][N:16]=3)[C:13]=2[OH:14])=[C:5]([CH3:24])[CH:4]=1)#[N:2].[N:25]1([CH2:30][CH2:31][CH2:32][NH2:33])[CH2:29][CH2:28][CH2:27][CH2:26]1.C(O)(C(F)(F)F)=O. (3) Given the product [CH3:18][O:17][C:14]1[N:15]=[C:16]2[C:11]([CH:10]=[CH:9][C:8](=[O:19])[N:7]2[CH2:6][CH:2]=[O:1])=[CH:12][CH:13]=1, predict the reactants needed to synthesize it. The reactants are: [O:1]1CCO[CH:2]1[CH2:6][N:7]1[C:16]2[C:11](=[CH:12][CH:13]=[C:14]([O:17][CH3:18])[N:15]=2)[CH:10]=[CH:9][C:8]1=[O:19].FC(F)(F)C(O)=O. (4) Given the product [CH:37]1([N:10]([CH:7]2[CH2:8][CH2:9]2)[C:11]([C:13]2[N:34]([CH2:35][CH3:36])[C:16]3=[N:17][C:18]([NH:25][C:26]4[S:27][C:28]([C:31]([N:1]5[CH2:6][CH2:5][O:4][CH2:3][CH2:2]5)=[O:32])=[CH:29][N:30]=4)=[C:19]4[N:23]=[CH:22][N:21]([CH3:24])[C:20]4=[C:15]3[CH:14]=2)=[O:12])[CH2:38][CH2:39]1, predict the reactants needed to synthesize it. The reactants are: [NH:1]1[CH2:6][CH2:5][O:4][CH2:3][CH2:2]1.[CH:7]1([N:10]([CH:37]2[CH2:39][CH2:38]2)[C:11]([C:13]2[N:34]([CH2:35][CH3:36])[C:16]3=[N:17][C:18]([NH:25][C:26]4[S:27][C:28]([C:31](O)=[O:32])=[CH:29][N:30]=4)=[C:19]4[N:23]=[CH:22][N:21]([CH3:24])[C:20]4=[C:15]3[CH:14]=2)=[O:12])[CH2:9][CH2:8]1. (5) The reactants are: [C:1]([C:3]1[CH:4]=[C:5]([CH:9]=[CH:10][CH:11]=1)[C:6](O)=[O:7])#[N:2].C(N(CC)CC)C.ClC(OCC)=O.O.[NH2:26][NH2:27]. Given the product [C:1]([C:3]1[CH:4]=[C:5]([CH:9]=[CH:10][CH:11]=1)[C:6]([NH:26][NH2:27])=[O:7])#[N:2], predict the reactants needed to synthesize it. (6) Given the product [CH:1]1([N:5]2[CH2:11][CH2:10][C:9]3[CH:12]=[C:13]([C:16](=[O:25])[CH2:17][CH2:18][C:19]4[CH:23]=[CH:22][N:21]([CH3:24])[N:20]=4)[CH:14]=[CH:15][C:8]=3[CH2:7][CH2:6]2)[CH2:4][CH2:3][CH2:2]1, predict the reactants needed to synthesize it. The reactants are: [CH:1]1([N:5]2[CH2:11][CH2:10][C:9]3[CH:12]=[C:13]([CH:16]([OH:25])[CH2:17][CH2:18][C:19]4[CH:23]=[CH:22][N:21]([CH3:24])[N:20]=4)[CH:14]=[CH:15][C:8]=3[CH2:7][CH2:6]2)[CH2:4][CH2:3][CH2:2]1.